Dataset: Reaction yield outcomes from USPTO patents with 853,638 reactions. Task: Predict the reaction yield, written as a fraction of the theoretical maximum amount of product (1.0 means a 100% yield; for example, 0.34 means a 34% yield). (1) The reactants are [NH:1]1[C:9]2[C:4](=[CH:5][CH:6]=[CH:7][CH:8]=2)[CH2:3][C:2]1=[O:10].[CH2:11]([O:13][C:14]([C:16]1[C:17]([CH3:24])=[C:18]([CH:22]=O)[NH:19][C:20]=1[CH3:21])=[O:15])[CH3:12]. The catalyst is N1CCCCC1.C(O)C. The product is [CH3:21][C:20]1[NH:19][C:18]([CH:22]=[C:3]2[C:4]3[C:9](=[CH:8][CH:7]=[CH:6][CH:5]=3)[NH:1][C:2]2=[O:10])=[C:17]([CH3:24])[C:16]=1[C:14]([O:13][CH2:11][CH3:12])=[O:15]. The yield is 0.790. (2) The reactants are F[C:2]1[C:7]([F:8])=[CH:6][CH:5]=[CH:4][C:3]=1[N+:9]([O-:11])=[O:10].[CH2:12]([CH2:14][NH2:15])[OH:13]. The catalyst is C(O)C. The product is [F:8][C:7]1[CH:6]=[CH:5][CH:4]=[C:3]([N+:9]([O-:11])=[O:10])[C:2]=1[NH:15][CH2:14][CH2:12][OH:13]. The yield is 0.970.